The task is: Predict the reaction yield, written as a fraction of the theoretical maximum amount of product (1.0 means a 100% yield; for example, 0.34 means a 34% yield).. This data is from Reaction yield outcomes from USPTO patents with 853,638 reactions. (1) The reactants are [C:1]([Cl:20])(=[O:19])[CH2:2][CH2:3][CH2:4][CH2:5][CH2:6][CH2:7][CH2:8][CH2:9][CH2:10][CH2:11][CH2:12][CH2:13][CH2:14][CH2:15][CH2:16][CH2:17][CH3:18].Cl.[NH2:22][CH2:23][CH2:24][O:25][CH2:26][CH2:27][OH:28]. The catalyst is CN(C=O)C.CC(C)=O. The product is [ClH:20].[NH2:22][CH2:23][CH2:24][O:25][CH2:26][CH2:27][O:28][C:1](=[O:19])[CH2:2][CH2:3][CH2:4][CH2:5][CH2:6][CH2:7][CH2:8][CH2:9][CH2:10][CH2:11][CH2:12][CH2:13][CH2:14][CH2:15][CH2:16][CH2:17][CH3:18]. The yield is 0.400. (2) The reactants are [CH3:1][O:2][C:3]1[C:12]([NH:13][C:14](=[O:18])OCC)=[N:11][C:10]2[C:5](=[CH:6][CH:7]=[C:8]([CH3:19])[CH:9]=2)[N:4]=1.[F:20][C:21]1[CH:26]=[CH:25][C:24]([N:27]2[CH2:32][CH2:31][NH:30][CH2:29][CH2:28]2)=[CH:23][CH:22]=1. No catalyst specified. The product is [CH3:1][O:2][C:3]1[C:12]([NH:13][C:14]([N:30]2[CH2:29][CH2:28][N:27]([C:24]3[CH:23]=[CH:22][C:21]([F:20])=[CH:26][CH:25]=3)[CH2:32][CH2:31]2)=[O:18])=[N:11][C:10]2[C:5](=[CH:6][CH:7]=[C:8]([CH3:19])[CH:9]=2)[N:4]=1. The yield is 0.700. (3) The catalyst is CN(C1C=CN=CC=1)C.C(Cl)Cl. The reactants are [N:1]1([C:7](Cl)=[O:8])[CH2:6][CH2:5][O:4][CH2:3][CH2:2]1.N1C=CC=CC=1.Cl.[CH2:17]([O:24][N:25]1[C:31](=[O:32])[N:30]2[CH2:33][C@H:26]1[CH2:27][CH2:28][C@H:29]2[C:34]([NH:36][NH2:37])=[O:35])[C:18]1[CH:23]=[CH:22][CH:21]=[CH:20][CH:19]=1. The yield is 0.470. The product is [CH2:17]([O:24][N:25]1[C:31](=[O:32])[N:30]2[CH2:33][C@H:26]1[CH2:27][CH2:28][C@H:29]2[C:34]([NH:36][NH:37][C:7]([N:1]1[CH2:6][CH2:5][O:4][CH2:3][CH2:2]1)=[O:8])=[O:35])[C:18]1[CH:23]=[CH:22][CH:21]=[CH:20][CH:19]=1.